From a dataset of Catalyst prediction with 721,799 reactions and 888 catalyst types from USPTO. Predict which catalyst facilitates the given reaction. (1) Reactant: Br[CH:2]1[CH2:7][CH2:6][CH2:5][CH:4]([C:8]2[CH:13]=[CH:12][CH:11]=[CH:10][CH:9]=2)[C:3]1=O.[NH2:15][C:16]([NH2:18])=[S:17]. Product: [C:8]1([CH:4]2[C:3]3[N:15]=[C:16]([NH2:18])[S:17][C:2]=3[CH2:7][CH2:6][CH2:5]2)[CH:13]=[CH:12][CH:11]=[CH:10][CH:9]=1. The catalyst class is: 14. (2) Reactant: [CH2:1]([C:3]1[CH:8]=[C:7]([CH3:9])[CH:6]=[C:5]([CH2:10][CH3:11])[C:4]=1[C:12]1[C:13](=[O:21])[N:14]([CH3:20])[N:15]=[C:16]([CH3:19])[C:17]=1[OH:18])[CH3:2].C(Cl)(Cl)Cl.Cl[CH2:27][N:28]([C:34]1[CH:39]=[CH:38][CH:37]=[CH:36][CH:35]=1)[C:29](=[O:33])[O:30][CH2:31][CH3:32]. Product: [CH2:1]([C:3]1[CH:8]=[C:7]([CH3:9])[CH:6]=[C:5]([CH2:10][CH3:11])[C:4]=1[C:12]1[C:13](=[O:21])[N:14]([CH3:20])[N:15]=[C:16]([CH3:19])[C:17]=1[O:18][CH2:27][N:28]([C:29]([O:30][CH2:31][CH3:32])=[O:33])[C:34]1[CH:39]=[CH:38][CH:37]=[CH:36][CH:35]=1)[CH3:2]. The catalyst class is: 66.